Dataset: Peptide-MHC class I binding affinity with 185,985 pairs from IEDB/IMGT. Task: Regression. Given a peptide amino acid sequence and an MHC pseudo amino acid sequence, predict their binding affinity value. This is MHC class I binding data. (1) The peptide sequence is GRWPITHL. The MHC is Mamu-B08 with pseudo-sequence Mamu-B08. The binding affinity (normalized) is 0.522. (2) The peptide sequence is YNIDRLNAL. The MHC is HLA-B15:01 with pseudo-sequence HLA-B15:01. The binding affinity (normalized) is 0.0847. (3) The peptide sequence is QSKYCHGILL. The MHC is HLA-A11:01 with pseudo-sequence HLA-A11:01. The binding affinity (normalized) is 0. (4) The MHC is HLA-A02:02 with pseudo-sequence HLA-A02:02. The peptide sequence is KLYIALCKVT. The binding affinity (normalized) is 0.180.